Predict the reactants needed to synthesize the given product. From a dataset of Full USPTO retrosynthesis dataset with 1.9M reactions from patents (1976-2016). (1) The reactants are: [CH:1]1[C:11]2[CH:10]=[CH:9][C:8]3[CH:12]=[CH:13][CH:14]=[CH:15][C:7]=3[N:6]([CH2:16][CH2:17][OH:18])[C:5]=2[CH:4]=[CH:3][CH:2]=1.[C:32]1(P([C:32]2[CH:37]=[CH:36][CH:35]=[CH:34][CH:33]=2)[C:32]2[CH:37]=[CH:36][CH:35]=[CH:34][CH:33]=2)[CH:37]=[CH:36][CH:35]=[CH:34][CH:33]=1.C[CH2:39][O:40]C(/N=N/C(OCC)=O)=O.[CH3:50][O:51][C:52](=[O:78])[C@@H:53]([NH:62][C:63]1[CH:68]=[CH:67][CH:66]=[CH:65][C:64]=1OC(=O)C1C=CC=CC=1)[CH2:54][C:55]1[CH:60]=[CH:59][C:58](O)=[CH:57][CH:56]=1. Given the product [CH3:50][O:51][C:52](=[O:78])[C@@H:53]([NH:62][C:63]1[CH:68]=[CH:67][CH:66]=[CH:65][C:64]=1[C:39](=[O:40])[C:32]1[CH:33]=[CH:34][CH:35]=[CH:36][CH:37]=1)[CH2:54][C:55]1[CH:56]=[CH:57][C:58]([O:18][CH2:17][CH2:16][N:6]2[C:7]3[CH:15]=[CH:14][CH:13]=[CH:12][C:8]=3[CH:9]=[CH:10][C:11]3[CH:1]=[CH:2][CH:3]=[CH:4][C:5]2=3)=[CH:59][CH:60]=1, predict the reactants needed to synthesize it. (2) Given the product [C:1]([O:5][C:6](=[O:35])[NH:7][C@H:8]([CH2:25][C:26]1[CH:31]=[CH:30][C:29]([NH2:32])=[CH:28][CH:27]=1)[CH2:9][N:10]1[CH2:11][CH2:12][CH:13]([C:16](=[O:24])[C:17]2[CH:18]=[CH:19][C:20]([F:23])=[CH:21][CH:22]=2)[CH2:14][CH2:15]1)([CH3:4])([CH3:2])[CH3:3], predict the reactants needed to synthesize it. The reactants are: [C:1]([O:5][C:6](=[O:35])[NH:7][C@H:8]([CH2:25][C:26]1[CH:31]=[CH:30][C:29]([N+:32]([O-])=O)=[CH:28][CH:27]=1)[CH2:9][N:10]1[CH2:15][CH2:14][CH:13]([C:16](=[O:24])[C:17]2[CH:22]=[CH:21][C:20]([F:23])=[CH:19][CH:18]=2)[CH2:12][CH2:11]1)([CH3:4])([CH3:3])[CH3:2].[Cl-].[Ca+2].[Cl-].